Predict the reaction yield, written as a fraction of the theoretical maximum amount of product (1.0 means a 100% yield; for example, 0.34 means a 34% yield). From a dataset of Reaction yield outcomes from USPTO patents with 853,638 reactions. (1) The reactants are [Cl:1][C:2]1[C:3]([N:16]2[CH2:21][CH2:20][CH2:19][C@@H:18]([NH:22]C(=O)OC(C)(C)C)[CH2:17]2)=[C:4]2[C:10]([NH:11][C:12](=[O:15])[CH2:13][CH3:14])=[CH:9][NH:8][C:5]2=[N:6][CH:7]=1.C(O)(C(F)(F)F)=O. The catalyst is C(Cl)Cl. The product is [ClH:1].[NH2:22][C@@H:18]1[CH2:19][CH2:20][CH2:21][N:16]([C:3]2[C:2]([Cl:1])=[CH:7][N:6]=[C:5]3[NH:8][CH:9]=[C:10]([NH:11][C:12](=[O:15])[CH2:13][CH3:14])[C:4]=23)[CH2:17]1. The yield is 0.923. (2) The reactants are [N:1]1[CH:6]=[CH:5][CH:4]=[CH:3][C:2]=1[OH:7].O[CH:9]1[CH2:14][CH2:13][N:12]([C:15]([O:17][C:18]([CH3:21])([CH3:20])[CH3:19])=[O:16])[CH2:11][CH2:10]1.C1(P(C2C=CC=CC=2)C2C=CC=CC=2)C=CC=CC=1.N(C(OCC)=O)=NC(OCC)=O. The catalyst is O1CCCC1. The product is [N:1]1[CH:6]=[CH:5][CH:4]=[CH:3][C:2]=1[O:7][CH:9]1[CH2:14][CH2:13][N:12]([C:15]([O:17][C:18]([CH3:21])([CH3:20])[CH3:19])=[O:16])[CH2:11][CH2:10]1. The yield is 0.410. (3) The yield is 0.910. The product is [Cl:39][C:11]1[C:16]([C:17]([C:19]2[S:20][C:21]([CH3:34])=[C:22]([C@H:24]3[C:33]4[C:28](=[CH:29][CH:30]=[CH:31][CH:32]=4)[CH2:27][CH2:26][O:25]3)[CH:23]=2)=[O:18])=[CH:15][N:14]=[CH:13][N:12]=1. The reactants are S(=O)(=O)(OC[C@H]1C[C@@H](N[C:11]2[C:16]([C:17]([C:19]3[S:20][C:21]([CH3:34])=[C:22]([C@H:24]4[C:33]5[C:28](=[CH:29][CH:30]=[CH:31][CH:32]=5)[CH2:27][CH2:26][O:25]4)[CH:23]=3)=[O:18])=[CH:15][N:14]=[CH:13][N:12]=2)C[C@@H]1O)N.C(Cl)[Cl:39]. The catalyst is O=[Mn]=O. (4) The reactants are [Cl-].[Cl:2][C:3]1[C:12]2[C:7](=[CH:8][CH:9]=[CH:10][CH:11]=2)[CH:6]=[CH:5][C:4]=1[NH:13][CH2:14][CH2:15][NH3+:16].C([O-])([O-])=O.[K+].[K+].[O:23]1[CH:27]=[CH:26][CH:25]=[C:24]1[CH:28]=O.[BH4-].[Na+]. The catalyst is CO.C(OCC)(=O)C. The product is [Cl:2][C:3]1[C:12]2[C:7](=[CH:8][CH:9]=[CH:10][CH:11]=2)[CH:6]=[CH:5][C:4]=1[NH:13][CH2:14][CH2:15][NH:16][CH2:28][C:24]1[O:23][CH:27]=[CH:26][CH:25]=1. The yield is 0.630. (5) The reactants are [C:1]([C:5]1[CH:10]=[C:9]([C:11]([F:14])([F:13])[F:12])[C:8]([N+:15]([O-])=O)=[CH:7][C:6]=1[O:18]CC1C=CC=CC=1)([CH3:4])([CH3:3])[CH3:2].C([O-])=O.[NH4+]. The catalyst is CCO.[Pd]. The product is [NH2:15][C:8]1[C:9]([C:11]([F:12])([F:13])[F:14])=[CH:10][C:5]([C:1]([CH3:2])([CH3:3])[CH3:4])=[C:6]([OH:18])[CH:7]=1. The yield is 0.520.